From a dataset of Catalyst prediction with 721,799 reactions and 888 catalyst types from USPTO. Predict which catalyst facilitates the given reaction. (1) Reactant: [CH2:1]([O:5][C:6]1[CH:15]=[CH:14][CH:13]=[CH:12][C:7]=1[C:8]([O:10]C)=[O:9])[CH:2]([CH3:4])[CH3:3].[OH-].[Na+].C(OCC)(=O)C.Cl. Product: [CH2:1]([O:5][C:6]1[CH:15]=[CH:14][CH:13]=[CH:12][C:7]=1[C:8]([OH:10])=[O:9])[CH:2]([CH3:4])[CH3:3]. The catalyst class is: 24. (2) Reactant: C(O)(=O)C.[CH:5]1([O:10][C:11]2[CH:12]=[C:13]([CH:16]=[CH:17][C:18]=2[O:19][CH3:20])[CH:14]=O)[CH2:9][CH2:8][CH2:7][CH2:6]1.[I:21][C:22]1[CH:23]=[CH:24][C:25]([NH2:28])=[N:26][CH:27]=1.C(O[BH-](OC(=O)C)OC(=O)C)(=O)C.[Na+]. Product: [CH:5]1([O:10][C:11]2[CH:12]=[C:13]([CH:16]=[CH:17][C:18]=2[O:19][CH3:20])[CH2:14][NH:28][C:25]2[CH:24]=[CH:23][C:22]([I:21])=[CH:27][N:26]=2)[CH2:9][CH2:8][CH2:7][CH2:6]1. The catalyst class is: 68. (3) Reactant: [H-].[Na+].[F:3][CH:4]([CH3:8])[CH:5]([OH:7])O.[Si:9](Cl)([C:22]([CH3:25])([CH3:24])[CH3:23])([C:16]1[CH:21]=[CH:20][CH:19]=[CH:18][CH:17]=1)[C:10]1[CH:15]=[CH:14][CH:13]=[CH:12][CH:11]=1.CC[O:29]CC. The catalyst class is: 1. Product: [Si:9]([O:29][CH2:8][CH:4]([F:3])[CH2:5][OH:7])([C:22]([CH3:25])([CH3:24])[CH3:23])([C:16]1[CH:21]=[CH:20][CH:19]=[CH:18][CH:17]=1)[C:10]1[CH:15]=[CH:14][CH:13]=[CH:12][CH:11]=1. (4) The catalyst class is: 25. Product: [Cl:30][C:15]1[CH:16]=[C:17]([C:20]2[CH:25]=[CH:24][CH:23]=[C:22]([S:26]([CH3:29])(=[O:28])=[O:27])[CH:21]=2)[CH:18]=[CH:19][C:14]=1[N:12]1[CH:13]=[C:9]([C:7]2[S:46][CH2:2][C:3]([CH3:5])([CH3:4])[N:6]=2)[N:10]=[C:11]1[C:31]1[C:36]([Cl:37])=[CH:35][CH:34]=[CH:33][C:32]=1[Cl:38]. Reactant: O[CH2:2][C:3]([NH:6][C:7]([C:9]1[N:10]=[C:11]([C:31]2[C:36]([Cl:37])=[CH:35][CH:34]=[CH:33][C:32]=2[Cl:38])[N:12]([C:14]2[CH:19]=[CH:18][C:17]([C:20]3[CH:25]=[CH:24][CH:23]=[C:22]([S:26]([CH3:29])(=[O:28])=[O:27])[CH:21]=3)=[CH:16][C:15]=2[Cl:30])[CH:13]=1)=O)([CH3:5])[CH3:4].C1C=CC=CC=1.P12(SP3(SP(SP(S3)(S1)=S)(=S)S2)=S)=[S:46]. (5) Reactant: C(OC(=O)[NH:7][C:8]1[S:9][C:10]([C:35]2[CH:40]=[CH:39][CH:38]=[CH:37][CH:36]=2)=[C:11]([CH3:34])[C:12]=1[C:13]([N:15]1[CH2:20][CH2:19][CH:18]([N:21]2[CH2:33][CH2:32][CH2:31][C:23]3([C:27](=[O:28])[O:26][C:25]([CH3:30])([CH3:29])[CH2:24]3)[CH2:22]2)[CH2:17][CH2:16]1)=[O:14])(C)(C)C.C(=O)([O-])O.[Na+]. Product: [NH2:7][C:8]1[S:9][C:10]([C:35]2[CH:36]=[CH:37][CH:38]=[CH:39][CH:40]=2)=[C:11]([CH3:34])[C:12]=1[C:13]([N:15]1[CH2:16][CH2:17][CH:18]([N:21]2[CH2:33][CH2:32][CH2:31][C:23]3([C:27](=[O:28])[O:26][C:25]([CH3:30])([CH3:29])[CH2:24]3)[CH2:22]2)[CH2:19][CH2:20]1)=[O:14]. The catalyst class is: 55.